From a dataset of NCI-60 drug combinations with 297,098 pairs across 59 cell lines. Regression. Given two drug SMILES strings and cell line genomic features, predict the synergy score measuring deviation from expected non-interaction effect. (1) Drug 1: CC1=C2C(C(=O)C3(C(CC4C(C3C(C(C2(C)C)(CC1OC(=O)C(C(C5=CC=CC=C5)NC(=O)OC(C)(C)C)O)O)OC(=O)C6=CC=CC=C6)(CO4)OC(=O)C)OC)C)OC. Drug 2: C1=CC=C(C=C1)NC(=O)CCCCCCC(=O)NO. Cell line: MCF7. Synergy scores: CSS=53.5, Synergy_ZIP=6.33, Synergy_Bliss=5.67, Synergy_Loewe=3.51, Synergy_HSA=9.66. (2) Drug 1: C1=CC=C(C(=C1)C(C2=CC=C(C=C2)Cl)C(Cl)Cl)Cl. Drug 2: CC(C)(C#N)C1=CC(=CC(=C1)CN2C=NC=N2)C(C)(C)C#N. Cell line: HT29. Synergy scores: CSS=4.62, Synergy_ZIP=2.30, Synergy_Bliss=8.97, Synergy_Loewe=6.45, Synergy_HSA=4.94.